From a dataset of Full USPTO retrosynthesis dataset with 1.9M reactions from patents (1976-2016). Predict the reactants needed to synthesize the given product. (1) Given the product [NH2:14][C:15]1[N:20]([C:21]2[CH:22]=[CH:23][C:24]([NH:27][C:11]([C:8]3([C:4]4[CH:5]=[CH:6][CH:7]=[C:2]([Cl:1])[CH:3]=4)[CH2:10][CH2:9]3)=[O:12])=[CH:25][CH:26]=2)[CH2:19][N:18]=[C:17]2[S:28][CH:29]=[CH:30][C:16]=12, predict the reactants needed to synthesize it. The reactants are: [Cl:1][C:2]1[CH:3]=[C:4]([C:8]2([C:11](Cl)=[O:12])[CH2:10][CH2:9]2)[CH:5]=[CH:6][CH:7]=1.[NH2:14][C:15]1[N:20]([C:21]2[CH:26]=[CH:25][C:24]([NH2:27])=[CH:23][CH:22]=2)[CH2:19][N:18]=[C:17]2[S:28][CH:29]=[CH:30][C:16]=12. (2) Given the product [C:11]([C:1]12[CH2:10][CH:5]3[CH2:6][CH:7]([CH2:9][CH:3]([CH2:4]3)[CH2:2]1)[CH2:8]2)(=[O:12])[CH3:13].[CH:1]12[CH2:10][CH:5]3[CH2:6][CH:7]([CH2:9][CH:3]([CH2:4]3)[CH2:2]1)[CH2:8]2, predict the reactants needed to synthesize it. The reactants are: [CH:1]12[CH2:10][CH:5]3[CH2:6][CH:7]([CH2:9][CH:3]([CH2:4]3)[CH2:2]1)[CH2:8]2.[C:11](C(C)=O)([CH3:13])=[O:12]. (3) Given the product [CH2:17]([O:16][C:14]([N:6]([CH2:5][C:4]([OH:19])=[O:3])[CH2:7][CH2:8][C:9]1[S:10][CH:11]=[CH:12][CH:13]=1)=[O:15])[CH3:18], predict the reactants needed to synthesize it. The reactants are: C([O:3][C:4](=[O:19])[CH2:5][N:6]([C:14]([O:16][CH2:17][CH3:18])=[O:15])[CH2:7][CH2:8][C:9]1[S:10][CH:11]=[CH:12][CH:13]=1)C.[OH-].[Na+].Cl. (4) Given the product [F:2][C:3]([C:6]1[S:10][C:9]2=[N:11][C:12]([C:14]([Cl:20])=[O:16])=[CH:13][N:8]2[N:7]=1)([F:5])[CH3:4], predict the reactants needed to synthesize it. The reactants are: Br.[F:2][C:3]([C:6]1[S:10][C:9]2=[N:11][C:12]([C:14]([OH:16])=O)=[CH:13][N:8]2[N:7]=1)([F:5])[CH3:4].C(Cl)(=O)C([Cl:20])=O. (5) Given the product [Cl:19][C:20]1[CH:21]=[C:22]([NH:28][C:29](=[O:30])[CH2:31][CH:32]([CH3:37])[CH2:33][C:34]([NH:1][C:2]2[CH:3]=[C:4]3[C:9](=[CH:10][C:11]=2[F:12])[N:8]([CH2:13][CH3:14])[C:7](=[O:15])[N:6]([CH2:16][CH3:17])[C:5]3=[O:18])=[O:35])[CH:23]=[CH:24][C:25]=1[C:26]#[N:27], predict the reactants needed to synthesize it. The reactants are: [NH2:1][C:2]1[CH:3]=[C:4]2[C:9](=[CH:10][C:11]=1[F:12])[N:8]([CH2:13][CH3:14])[C:7](=[O:15])[N:6]([CH2:16][CH3:17])[C:5]2=[O:18].[Cl:19][C:20]1[CH:21]=[C:22]([NH:28][C:29]([CH2:31][CH:32]([CH3:37])[CH2:33][C:34](O)=[O:35])=[O:30])[CH:23]=[CH:24][C:25]=1[C:26]#[N:27].CCN(C(C)C)C(C)C.C(P1(=O)OP(CCC)(=O)OP(CCC)(=O)O1)CC.